Dataset: Reaction yield outcomes from USPTO patents with 853,638 reactions. Task: Predict the reaction yield, written as a fraction of the theoretical maximum amount of product (1.0 means a 100% yield; for example, 0.34 means a 34% yield). The reactants are Br[C:2]1[CH:3]=[N:4][CH:5]=[CH:6][CH:7]=1.[C:8]1(B2OC(C)(C)C(C)(C)O2)[CH2:13][CH2:12][CH2:11][CH2:10][CH:9]=1.C(=O)([O-])[O-].[Cs+].[Cs+]. The catalyst is O1CCOCC1.O.C1C=CC([P]([Pd]([P](C2C=CC=CC=2)(C2C=CC=CC=2)C2C=CC=CC=2)([P](C2C=CC=CC=2)(C2C=CC=CC=2)C2C=CC=CC=2)[P](C2C=CC=CC=2)(C2C=CC=CC=2)C2C=CC=CC=2)(C2C=CC=CC=2)C2C=CC=CC=2)=CC=1. The product is [C:8]1([C:2]2[CH:3]=[N:4][CH:5]=[CH:6][CH:7]=2)[CH2:13][CH2:12][CH2:11][CH2:10][CH:9]=1. The yield is 0.990.